Dataset: Peptide-MHC class II binding affinity with 134,281 pairs from IEDB. Task: Regression. Given a peptide amino acid sequence and an MHC pseudo amino acid sequence, predict their binding affinity value. This is MHC class II binding data. (1) The peptide sequence is YQPAAMRRLSLILLA. The MHC is DRB1_0301 with pseudo-sequence DRB1_0301. The binding affinity (normalized) is 0.136. (2) The peptide sequence is VRILRRVHHRKYLTD. The MHC is HLA-DPA10201-DPB10501 with pseudo-sequence HLA-DPA10201-DPB10501. The binding affinity (normalized) is 0.226. (3) The peptide sequence is SIVGRAWENTTIDLT. The MHC is H-2-IAb with pseudo-sequence H-2-IAb. The binding affinity (normalized) is 0.102. (4) The peptide sequence is PELEEEMFKKRNLTI. The MHC is DRB3_0101 with pseudo-sequence DRB3_0101. The binding affinity (normalized) is 0.142. (5) The peptide sequence is INEPTAAAIAYTLDR. The MHC is HLA-DQA10401-DQB10402 with pseudo-sequence HLA-DQA10401-DQB10402. The binding affinity (normalized) is 0.560.